From a dataset of Catalyst prediction with 721,799 reactions and 888 catalyst types from USPTO. Predict which catalyst facilitates the given reaction. Reactant: [CH2:1]([O:8][C:9]1[CH:14]=[CH:13][C:12]([C:15]2[N:20]=[C:19]3[N:21]([CH:25]4[CH2:30][CH2:29][CH2:28][CH2:27][O:26]4)[N:22]=[C:23]([CH3:24])[C:18]3=[C:17]([C:31](=O)[CH3:32])[CH:16]=2)=[C:11]([F:34])[CH:10]=1)[C:2]1[CH:7]=[CH:6][CH:5]=[CH:4][CH:3]=1.[C:35]([O:39][C:40]([N:42]1[CH2:47][CH2:46][NH:45][CH2:44][CH2:43]1)=[O:41])([CH3:38])([CH3:37])[CH3:36].C(O[BH-](OC(=O)C)OC(=O)C)(=O)C.[Na+].C(O[BH-](OC(=O)C)OC(=O)C)(=O)C. Product: [C:35]([O:39][C:40]([N:42]1[CH2:47][CH2:46][N:45]([CH:31]([C:17]2[CH:16]=[C:15]([C:12]3[CH:13]=[CH:14][C:9]([O:8][CH2:1][C:2]4[CH:7]=[CH:6][CH:5]=[CH:4][CH:3]=4)=[CH:10][C:11]=3[F:34])[N:20]=[C:19]3[N:21]([CH:25]4[CH2:30][CH2:29][CH2:28][CH2:27][O:26]4)[N:22]=[C:23]([CH3:24])[C:18]=23)[CH3:32])[CH2:44][CH2:43]1)=[O:41])([CH3:38])([CH3:36])[CH3:37]. The catalyst class is: 411.